The task is: Predict the reactants needed to synthesize the given product.. This data is from Full USPTO retrosynthesis dataset with 1.9M reactions from patents (1976-2016). (1) Given the product [Br:1][C:2]1[CH:7]=[CH:6][C:5]([NH:8][C:9]2[C:10]([C:19]([NH:50][O:49][CH2:48][CH2:47][O:46][CH:44]=[CH2:45])=[O:20])=[CH:11][C:12]3[O:16][CH:15]=[N:14][C:13]=3[C:17]=2[F:18])=[C:4]([Cl:22])[CH:3]=1, predict the reactants needed to synthesize it. The reactants are: [Br:1][C:2]1[CH:7]=[CH:6][C:5]([NH:8][C:9]2[C:10]([C:19](O)=[O:20])=[CH:11][C:12]3[O:16][CH:15]=[N:14][C:13]=3[C:17]=2[F:18])=[C:4]([Cl:22])[CH:3]=1.C1C=CC2N(O)N=NC=2C=1.CCN=C=NCCCN(C)C.[CH:44]([O:46][CH2:47][CH2:48][O:49][NH2:50])=[CH2:45].[NH4+].[Cl-]. (2) Given the product [Cl:1][C:2]1[C:7]([O:8][CH2:10][C:11]([O:13][CH3:14])=[O:12])=[CH:6][CH:5]=[CH:4][N:3]=1, predict the reactants needed to synthesize it. The reactants are: [Cl:1][C:2]1[C:7]([OH:8])=[CH:6][CH:5]=[CH:4][N:3]=1.Br[CH2:10][C:11]([O:13][CH3:14])=[O:12].C(=O)([O-])[O-].[Cs+].[Cs+].O. (3) Given the product [CH2:3]([C:6]1[CH:7]=[CH:8][C:9]([C:12]#[CH:13])=[CH:10][CH:11]=1)[CH2:4][CH3:5], predict the reactants needed to synthesize it. The reactants are: [OH-].[K+].[CH2:3]([C:6]1[CH:11]=[CH:10][C:9]([C:12]#[C:13][Si](C)(C)C)=[CH:8][CH:7]=1)[CH2:4][CH3:5].